This data is from Full USPTO retrosynthesis dataset with 1.9M reactions from patents (1976-2016). The task is: Predict the reactants needed to synthesize the given product. (1) Given the product [CH2:14]([O:18][C:19]1[CH:24]=[CH:23][C:22]([NH:25][C:26](=[O:27])[N:3]([CH2:1][CH3:2])[C:4]2[N:9]=[C:8]3[S:10][C:11]([SH:13])=[N:12][C:7]3=[CH:6][CH:5]=2)=[CH:21][CH:20]=1)[CH2:15][CH2:16][CH3:17], predict the reactants needed to synthesize it. The reactants are: [CH2:1]([NH:3][C:4]1[N:9]=[C:8]2[S:10][C:11]([SH:13])=[N:12][C:7]2=[CH:6][CH:5]=1)[CH3:2].[CH2:14]([O:18][C:19]1[CH:24]=[CH:23][C:22]([N:25]=[C:26]=[O:27])=[CH:21][CH:20]=1)[CH2:15][CH2:16][CH3:17]. (2) Given the product [CH:1]1([C:7]2[CH:8]=[C:9]3[C:15]4([CH2:20][CH2:19][N:18]([C:21]([O:23][C:24]([CH3:25])([CH3:26])[CH3:27])=[O:22])[CH2:17][CH2:16]4)[CH2:14][N:13]([C:28]4[C:29]5[C@H:36]([CH3:37])[CH2:35][CH2:34][C:30]=5[N:31]=[CH:32][N:33]=4)[C:10]3=[CH:11][CH:12]=2)[CH2:3][CH2:2]1, predict the reactants needed to synthesize it. The reactants are: [CH:1]1([Mg]Br)[CH2:3][CH2:2]1.Br[C:7]1[CH:8]=[C:9]2[C:15]3([CH2:20][CH2:19][N:18]([C:21]([O:23][C:24]([CH3:27])([CH3:26])[CH3:25])=[O:22])[CH2:17][CH2:16]3)[CH2:14][N:13]([C:28]3[C:29]4[C@H:36]([CH3:37])[CH2:35][CH2:34][C:30]=4[N:31]=[CH:32][N:33]=3)[C:10]2=[CH:11][CH:12]=1. (3) Given the product [C:1]([O:5][C:6]([N:8]1[C:17]2[C:12](=[CH:13][C:14]([C:18]3[CH:23]=[CH:22][CH:21]=[CH:20][CH:19]=3)=[CH:15][CH:16]=2)[C:11]([CH2:24][OH:28])=[CH:10][C:9]1([CH3:26])[CH3:25])=[O:7])([CH3:4])([CH3:2])[CH3:3], predict the reactants needed to synthesize it. The reactants are: [C:1]([O:5][C:6]([N:8]1[C:17]2[C:12](=[CH:13][C:14]([C:18]3[CH:23]=[CH:22][CH:21]=[CH:20][CH:19]=3)=[CH:15][CH:16]=2)[C:11]([CH3:24])=[CH:10][C:9]1([CH3:26])[CH3:25])=[O:7])([CH3:4])([CH3:3])[CH3:2].[Se](=O)=[O:28]. (4) Given the product [Cl:1][C:2]1[C:3]([NH:23][C:24]2[CH:28]=[C:27]([CH3:29])[NH:26][N:25]=2)=[N:4][C:5]([NH:8][C:9]2[C:10]([F:22])=[CH:11][C:12]([CH:16]3[CH2:17][CH2:18][N:19]([CH2:31][CH2:32][OH:33])[CH2:20][CH2:21]3)=[C:13]([CH3:15])[CH:14]=2)=[N:6][CH:7]=1, predict the reactants needed to synthesize it. The reactants are: [Cl:1][C:2]1[C:3]([NH:23][C:24]2[CH:28]=[C:27]([CH3:29])[NH:26][N:25]=2)=[N:4][C:5]([NH:8][C:9]2[CH:14]=[C:13]([CH3:15])[C:12]([CH:16]3[CH2:21][CH2:20][NH:19][CH2:18][CH2:17]3)=[CH:11][C:10]=2[F:22])=[N:6][CH:7]=1.Br[CH2:31][CH2:32][OH:33]. (5) Given the product [C:16]([O:1][CH2:2][C:3]12[CH2:8][CH:7]1[CH2:6][N:5]([C:9]([O:11][C:12]([CH3:15])([CH3:14])[CH3:13])=[O:10])[CH2:4]2)(=[O:23])[C:17]1[CH:22]=[CH:21][CH:20]=[CH:19][CH:18]=1, predict the reactants needed to synthesize it. The reactants are: [OH:1][CH2:2][C:3]12[CH2:8][CH:7]1[CH2:6][N:5]([C:9]([O:11][C:12]([CH3:15])([CH3:14])[CH3:13])=[O:10])[CH2:4]2.[C:16](O)(=[O:23])[C:17]1[CH:22]=[CH:21][CH:20]=[CH:19][CH:18]=1.CCN=C=NCCCN(C)C.Cl.Cl. (6) The reactants are: [Na].[Cl:2][C:3]1[C:11]2[N:7]([C:8]([C:15]3([OH:19])[CH2:18][O:17][CH2:16]3)=[CH:9][C:10]=2[C:12]([OH:14])=O)[CH:6]=[CH:5][CH:4]=1.[F:20][C:21]1([F:29])[CH2:26][CH2:25][CH:24]([CH2:27][NH2:28])[CH2:23][CH2:22]1.Cl.CN(C)CCCN=C=NCC.N1(O)C2C=CC=CC=2N=N1.C(N(C(C)C)C(C)C)C. Given the product [F:20][C:21]1([F:29])[CH2:26][CH2:25][CH:24]([CH2:27][NH:28][C:12]([C:10]2[CH:9]=[C:8]([C:15]3([OH:19])[CH2:18][O:17][CH2:16]3)[N:7]3[C:11]=2[C:3]([Cl:2])=[CH:4][CH:5]=[CH:6]3)=[O:14])[CH2:23][CH2:22]1, predict the reactants needed to synthesize it.